This data is from Reaction yield outcomes from USPTO patents with 853,638 reactions. The task is: Predict the reaction yield, written as a fraction of the theoretical maximum amount of product (1.0 means a 100% yield; for example, 0.34 means a 34% yield). (1) The catalyst is CO. The product is [C:8]([C:6]1[CH:5]=[CH:4][C:3]([CH2:14][OH:15])=[C:2]([CH3:1])[CH:7]=1)#[CH:9]. The reactants are [CH3:1][C:2]1[CH:7]=[C:6]([C:8]#[C:9][Si](C)(C)C)[CH:5]=[CH:4][C:3]=1[CH2:14][O:15][Si](C)(C)C.C(=O)([O-])[O-].[K+].[K+]. The yield is 0.340. (2) The reactants are [CH2:1]([O:4][C:5]1([CH3:46])[CH2:10][CH2:9][N:8]([C:11]2[N:16]3[N:17]=[C:18]([C:20]4[CH:21]=[C:22]([C:26]5[CH:31]=[CH:30][C:29]([F:32])=[CH:28][C:27]=5[OH:33])[CH:23]=[CH:24][CH:25]=4)[CH:19]=[C:15]3[N:14]=[C:13]([CH3:34])[C:12]=2[C@H:35]([O:41][C:42]([CH3:45])([CH3:44])[CH3:43])[C:36]([O:38][CH2:39][CH3:40])=[O:37])[CH2:7][CH2:6]1)[CH:2]=[CH2:3].[CH3:47][C@@H:48](O)[CH2:49][CH:50]=[CH2:51].C1C=CC(P(C2C=CC=CC=2)C2C=CC=CC=2)=CC=1.CC(OC(/N=N/C(OC(C)C)=O)=O)C. The catalyst is C1COCC1.CCOC(C)=O. The product is [CH2:1]([O:4][C:5]1([CH3:46])[CH2:6][CH2:7][N:8]([C:11]2[N:16]3[N:17]=[C:18]([C:20]4[CH:21]=[C:22]([C:26]5[CH:31]=[CH:30][C:29]([F:32])=[CH:28][C:27]=5[O:33][C@H:50]([CH2:49][CH:48]=[CH2:47])[CH3:51])[CH:23]=[CH:24][CH:25]=4)[CH:19]=[C:15]3[N:14]=[C:13]([CH3:34])[C:12]=2[C@H:35]([O:41][C:42]([CH3:45])([CH3:44])[CH3:43])[C:36]([O:38][CH2:39][CH3:40])=[O:37])[CH2:9][CH2:10]1)[CH:2]=[CH2:3]. The yield is 0.970. (3) The reactants are C(OC([N:8]1[CH2:13][CH2:12][N:11]([C:14]2[C:15]3[C:29]([O:30][CH3:31])=[CH:28][N:27]=[CH:26][C:16]=3[N:17]=[C:18]([C:20]3[CH:25]=[CH:24][N:23]=[CH:22][CH:21]=3)[N:19]=2)[CH2:10][CH:9]1[C:32](=[O:42])[NH:33][CH2:34][CH2:35][C:36]1[CH:41]=[CH:40][CH:39]=[CH:38][CH:37]=1)=O)(C)(C)C.C(OC(N1CCN(C2C3C(OC)=CN=CC=3N=C(C3C=CN=CC=3)N=2)CC1C(O)=O)=O)(C)(C)C.CN(C)C=O.ON1C2C=CC=CC=2N=N1.CN1CCOCC1.C(N)CC1C=CC=CC=1.Cl.CN(C)CCCN=C=NCC. No catalyst specified. The product is [CH2:34]([NH:33][C:32]([CH:9]1[CH2:10][N:11]([C:14]2[C:15]3[C:29]([O:30][CH3:31])=[CH:28][N:27]=[CH:26][C:16]=3[N:17]=[C:18]([C:20]3[CH:25]=[CH:24][N:23]=[CH:22][CH:21]=3)[N:19]=2)[CH2:12][CH2:13][NH:8]1)=[O:42])[CH2:35][C:36]1[CH:37]=[CH:38][CH:39]=[CH:40][CH:41]=1. The yield is 0.560.